From a dataset of Reaction yield outcomes from USPTO patents with 853,638 reactions. Predict the reaction yield, written as a fraction of the theoretical maximum amount of product (1.0 means a 100% yield; for example, 0.34 means a 34% yield). The reactants are [C:1]([C:3]1[CH:4]=[C:5]2[C:10](=[CH:11][CH:12]=1)[S:9][C:8]([CH3:14])([CH3:13])[CH2:7][C:6]2=[O:15])#[CH:2].I[C:17]1[CH:27]=[CH:26][C:20]([C:21]([O:23][CH2:24][CH3:25])=[O:22])=[CH:19][CH:18]=1. The catalyst is CCN(CC)CC.Cl[Pd](Cl)([P](C1C=CC=CC=1)(C1C=CC=CC=1)C1C=CC=CC=1)[P](C1C=CC=CC=1)(C1C=CC=CC=1)C1C=CC=CC=1.[Cu]I. The product is [CH3:14][C:8]1([CH3:13])[CH2:7][C:6](=[O:15])[C:5]2[C:10](=[CH:11][CH:12]=[C:3]([C:1]#[C:2][C:17]3[CH:27]=[CH:26][C:20]([C:21]([O:23][CH2:24][CH3:25])=[O:22])=[CH:19][CH:18]=3)[CH:4]=2)[S:9]1. The yield is 0.720.